Dataset: Catalyst prediction with 721,799 reactions and 888 catalyst types from USPTO. Task: Predict which catalyst facilitates the given reaction. (1) Product: [O:71]([C:67]1[CH:66]=[C:65]([N:1]2[CH2:5][CH2:4][C:3]3([CH2:10][CH:9]4[CH2:11][N:6]3[CH2:7][CH2:8]4)[CH2:2]2)[CH:70]=[N:69][CH:68]=1)[C:72]1[CH:73]=[CH:74][CH:75]=[CH:76][CH:77]=1. Reactant: [NH:1]1[CH2:5][CH2:4][C:3]2([CH2:10][CH:9]3[CH2:11][N:6]2[CH2:7][CH2:8]3)[CH2:2]1.C1(P(C2C=CC=CC=2)C2C=CC3C(=CC=CC=3)C=2C2C3C(=CC=CC=3)C=CC=2P(C2C=CC=CC=2)C2C=CC=CC=2)C=CC=CC=1.CC(C)([O-])C.[K+].Br[C:65]1[CH:66]=[C:67]([O:71][C:72]2[CH:77]=[CH:76][CH:75]=[CH:74][CH:73]=2)[CH:68]=[N:69][CH:70]=1. The catalyst class is: 101. (2) Reactant: [F:1][C:2]1[CH:3]=[C:4]([C:16]([NH:18][C@@H:19]2[CH2:24][CH2:23][C@H:22]([NH:25][C:26](=[O:32])[O:27][C:28]([CH3:31])([CH3:30])[CH3:29])[CH2:21][CH2:20]2)=[O:17])[C:5]([NH:8][CH:9]2[CH2:14][CH2:13][N:12]([CH3:15])[CH2:11][CH2:10]2)=[N:6][CH:7]=1.[C:33](N1C=CN=C1)(N1C=CN=C1)=[O:34].[H-].[Na+]. Product: [F:1][C:2]1[CH:7]=[N:6][C:5]2[N:8]([CH:9]3[CH2:14][CH2:13][N:12]([CH3:15])[CH2:11][CH2:10]3)[C:33](=[O:34])[N:18]([C@@H:19]3[CH2:24][CH2:23][C@H:22]([NH:25][C:26](=[O:32])[O:27][C:28]([CH3:29])([CH3:31])[CH3:30])[CH2:21][CH2:20]3)[C:16](=[O:17])[C:4]=2[CH:3]=1. The catalyst class is: 9.